This data is from Full USPTO retrosynthesis dataset with 1.9M reactions from patents (1976-2016). The task is: Predict the reactants needed to synthesize the given product. (1) Given the product [CH2:54]([N:45]([C:46]1[CH:47]=[CH:48][C:49]([CH2:52][CH3:53])=[CH:50][CH:51]=1)[C:43](=[O:44])[CH2:42][N:8]1[N:7]=[C:6]([CH2:13][C:14]2[CH:15]=[N:16][CH:17]=[CH:18][CH:19]=2)[C:5]2[C:10](=[CH:11][C:2]([CH3:1])=[CH:3][CH:4]=2)[C:9]1=[O:12])[CH3:55].[CH2:54]([N:45]([C:46]1[CH:47]=[CH:48][C:49]([CH2:52][CH3:53])=[CH:50][CH:51]=1)[C:43](=[O:44])[CH2:42][N:26]1[N:25]=[C:24]([CH2:32][C:33]2[CH:34]=[N:35][CH:36]=[CH:37][CH:38]=2)[C:23]2[C:28](=[CH:29][CH:30]=[C:21]([CH3:20])[CH:22]=2)[C:27]1=[O:31])[CH3:55], predict the reactants needed to synthesize it. The reactants are: [CH3:1][C:2]1[CH:11]=[C:10]2[C:5]([C:6]([CH2:13][C:14]3[CH:15]=[N:16][CH:17]=[CH:18][CH:19]=3)=[N:7][NH:8][C:9]2=[O:12])=[CH:4][CH:3]=1.[CH3:20][C:21]1[CH:22]=[C:23]2[C:28](=[CH:29][CH:30]=1)[C:27](=[O:31])[NH:26][N:25]=[C:24]2[CH2:32][C:33]1[CH:34]=[N:35][CH:36]=[CH:37][CH:38]=1.[H-].[Na+].Br[CH2:42][C:43]([N:45]([CH2:54][CH3:55])[C:46]1[CH:51]=[CH:50][C:49]([CH2:52][CH3:53])=[CH:48][CH:47]=1)=[O:44]. (2) The reactants are: [CH3:1][O:2][C:3]([NH:5][C@H:6]([C:11]([NH:13][N:14]=[CH:15][C:16]1[CH:21]=[CH:20][C:19]([C:22]2[CH:27]=[CH:26][CH:25]=[CH:24][N:23]=2)=[CH:18][CH:17]=1)=[O:12])[C:7]([CH3:10])([CH3:9])[CH3:8])=[O:4].C([O-])=O.[Na+]. Given the product [CH3:1][O:2][C:3]([NH:5][C@H:6]([C:11]([NH:13][NH:14][CH2:15][C:16]1[CH:21]=[CH:20][C:19]([C:22]2[CH:27]=[CH:26][CH:25]=[CH:24][N:23]=2)=[CH:18][CH:17]=1)=[O:12])[C:7]([CH3:10])([CH3:9])[CH3:8])=[O:4], predict the reactants needed to synthesize it. (3) Given the product [Cl:13][C:3]1[CH:4]=[C:5]([CH:11]=[CH:12][C:2]=1[B:19]1[O:23][C:22]([CH3:25])([CH3:24])[C:21]([CH3:27])([CH3:26])[O:20]1)[C:6]([N:8]([CH3:10])[CH3:9])=[O:7], predict the reactants needed to synthesize it. The reactants are: Br[C:2]1[CH:12]=[CH:11][C:5]([C:6]([N:8]([CH3:10])[CH3:9])=[O:7])=[CH:4][C:3]=1[Cl:13].C([O-])(=O)C.[K+].[B:19]1([B:19]2[O:23][C:22]([CH3:25])([CH3:24])[C:21]([CH3:27])([CH3:26])[O:20]2)[O:23][C:22]([CH3:25])([CH3:24])[C:21]([CH3:27])([CH3:26])[O:20]1.O. (4) Given the product [F:1][C:2]1[CH:3]=[CH:4][C:5]([O:24][CH2:25][C:26]([F:34])([F:35])[C:27]([F:33])([F:32])[C:28]([F:30])([F:31])[F:29])=[C:6]([C:8]2[CH:13]=[CH:12][CH:11]=[C:10]([C:14]3[N:15]=[C:16]([C:19]([OH:21])=[O:20])[NH:17][N:18]=3)[CH:9]=2)[CH:7]=1, predict the reactants needed to synthesize it. The reactants are: [F:1][C:2]1[CH:3]=[CH:4][C:5]([O:24][CH2:25][C:26]([F:35])([F:34])[C:27]([F:33])([F:32])[C:28]([F:31])([F:30])[F:29])=[C:6]([C:8]2[CH:13]=[CH:12][CH:11]=[C:10]([C:14]3[N:15]=[C:16]([C:19]([O:21]CC)=[O:20])[NH:17][N:18]=3)[CH:9]=2)[CH:7]=1.[OH-].[Na+].Cl. (5) Given the product [CH3:11][O:12][CH2:13][C:14]1[CH:19]=[CH:18][CH:17]=[CH:16][C:15]=1[C:2]1[CH:10]=[CH:9][C:5]([C:6]([OH:8])=[O:7])=[CH:4][CH:3]=1, predict the reactants needed to synthesize it. The reactants are: I[C:2]1[CH:10]=[CH:9][C:5]([C:6]([OH:8])=[O:7])=[CH:4][CH:3]=1.[CH3:11][O:12][CH2:13][C:14]1[CH:19]=[CH:18][CH:17]=[CH:16][C:15]=1B(O)O.C(=O)([O-])[O-].[Na+].[Na+]. (6) Given the product [Cl:30][C:18]1[CH:17]=[C:16]([NH:15][C:7]2[C:6]3[C:11](=[CH:12][CH:13]=[CH:14][C:5]=3[O:4][CH2:3][CH2:2][NH:1][C:33](=[O:34])[C@H:32]([OH:31])[CH2:37][CH2:36][OH:35])[N:10]=[CH:9][N:8]=2)[CH:21]=[CH:20][C:19]=1[O:22][CH2:23][C:24]1[CH:29]=[CH:28][CH:27]=[CH:26][N:25]=1, predict the reactants needed to synthesize it. The reactants are: [NH2:1][CH2:2][CH2:3][O:4][C:5]1[CH:14]=[CH:13][CH:12]=[C:11]2[C:6]=1[C:7]([NH:15][C:16]1[CH:21]=[CH:20][C:19]([O:22][CH2:23][C:24]3[CH:29]=[CH:28][CH:27]=[CH:26][N:25]=3)=[C:18]([Cl:30])[CH:17]=1)=[N:8][CH:9]=[N:10]2.[OH:31][C@@H:32]1[CH2:37][CH2:36][O:35][C:33]1=[O:34].